Regression. Given two drug SMILES strings and cell line genomic features, predict the synergy score measuring deviation from expected non-interaction effect. From a dataset of NCI-60 drug combinations with 297,098 pairs across 59 cell lines. (1) Drug 1: CC1=C2C(C(=O)C3(C(CC4C(C3C(C(C2(C)C)(CC1OC(=O)C(C(C5=CC=CC=C5)NC(=O)OC(C)(C)C)O)O)OC(=O)C6=CC=CC=C6)(CO4)OC(=O)C)OC)C)OC. Drug 2: C1CNP(=O)(OC1)N(CCCl)CCCl. Cell line: SK-MEL-28. Synergy scores: CSS=29.0, Synergy_ZIP=6.14, Synergy_Bliss=0.828, Synergy_Loewe=-15.1, Synergy_HSA=0.837. (2) Drug 1: CN(CC1=CN=C2C(=N1)C(=NC(=N2)N)N)C3=CC=C(C=C3)C(=O)NC(CCC(=O)O)C(=O)O. Drug 2: CS(=O)(=O)OCCCCOS(=O)(=O)C. Synergy scores: CSS=11.7, Synergy_ZIP=-0.0712, Synergy_Bliss=0.246, Synergy_Loewe=-37.4, Synergy_HSA=-1.91. Cell line: TK-10. (3) Cell line: HCC-2998. Drug 1: C1=C(C(=O)NC(=O)N1)F. Synergy scores: CSS=23.1, Synergy_ZIP=-3.09, Synergy_Bliss=-7.34, Synergy_Loewe=-8.16, Synergy_HSA=-7.85. Drug 2: CC1=C(C(CCC1)(C)C)C=CC(=CC=CC(=CC(=O)O)C)C.